From a dataset of Peptide-MHC class I binding affinity with 185,985 pairs from IEDB/IMGT. Regression. Given a peptide amino acid sequence and an MHC pseudo amino acid sequence, predict their binding affinity value. This is MHC class I binding data. The peptide sequence is LVLQTLPSM. The MHC is HLA-B08:01 with pseudo-sequence HLA-B08:01. The binding affinity (normalized) is 0.137.